From a dataset of Peptide-MHC class II binding affinity with 134,281 pairs from IEDB. Regression. Given a peptide amino acid sequence and an MHC pseudo amino acid sequence, predict their binding affinity value. This is MHC class II binding data. (1) The peptide sequence is FATCFLIPLTSQFFLP. The MHC is DRB1_0901 with pseudo-sequence DRB1_0901. The binding affinity (normalized) is 0.173. (2) The peptide sequence is VATLSEALRIIAGTLEVHAV. The MHC is DRB4_0101 with pseudo-sequence DRB4_0103. The binding affinity (normalized) is 0.716. (3) The peptide sequence is MSFVTTQPEALAAAA. The MHC is DRB1_0401 with pseudo-sequence DRB1_0401. The binding affinity (normalized) is 0.697. (4) The peptide sequence is RPGGAGRDGGQLRIP. The MHC is DRB1_0101 with pseudo-sequence DRB1_0101. The binding affinity (normalized) is 0. (5) The peptide sequence is AAEQLWVTVYYGVPVWK. The MHC is H-2-IAd with pseudo-sequence H-2-IAd. The binding affinity (normalized) is 0.604. (6) The MHC is H-2-IAu with pseudo-sequence H-2-IAu. The peptide sequence is GRFFGGDRGAPKRG. The binding affinity (normalized) is 0.194. (7) The peptide sequence is FERLAITKGKVDPTD. The MHC is HLA-DPA10201-DPB10501 with pseudo-sequence HLA-DPA10201-DPB10501. The binding affinity (normalized) is 0.248.